Dataset: Full USPTO retrosynthesis dataset with 1.9M reactions from patents (1976-2016). Task: Predict the reactants needed to synthesize the given product. Given the product [C:13]([C:18]1[O:11][N:10]=[C:8]([C:5]2[CH:4]=[CH:3][C:2]([Cl:1])=[N:7][CH:6]=2)[N:9]=1)([CH3:17])([CH3:14])[CH3:12], predict the reactants needed to synthesize it. The reactants are: [Cl:1][C:2]1[N:7]=[CH:6][C:5]([C:8](=[N:10][OH:11])[NH2:9])=[CH:4][CH:3]=1.[CH3:12][C:13]([CH3:18])([CH3:17])[C:14](Cl)=O.